Dataset: NCI-60 drug combinations with 297,098 pairs across 59 cell lines. Task: Regression. Given two drug SMILES strings and cell line genomic features, predict the synergy score measuring deviation from expected non-interaction effect. (1) Drug 1: COC1=C(C=C2C(=C1)N=CN=C2NC3=CC(=C(C=C3)F)Cl)OCCCN4CCOCC4. Drug 2: CCC1(C2=C(COC1=O)C(=O)N3CC4=CC5=C(C=CC(=C5CN(C)C)O)N=C4C3=C2)O.Cl. Cell line: RPMI-8226. Synergy scores: CSS=32.5, Synergy_ZIP=-12.0, Synergy_Bliss=-2.70, Synergy_Loewe=-11.5, Synergy_HSA=-2.85. (2) Drug 1: CC1=CC2C(CCC3(C2CCC3(C(=O)C)OC(=O)C)C)C4(C1=CC(=O)CC4)C. Drug 2: C1=C(C(=O)NC(=O)N1)F. Cell line: MCF7. Synergy scores: CSS=26.7, Synergy_ZIP=4.82, Synergy_Bliss=4.55, Synergy_Loewe=-9.79, Synergy_HSA=-3.00.